From a dataset of Merck oncology drug combination screen with 23,052 pairs across 39 cell lines. Regression. Given two drug SMILES strings and cell line genomic features, predict the synergy score measuring deviation from expected non-interaction effect. (1) Drug 1: CCC1(O)CC2CN(CCc3c([nH]c4ccccc34)C(C(=O)OC)(c3cc4c(cc3OC)N(C)C3C(O)(C(=O)OC)C(OC(C)=O)C5(CC)C=CCN6CCC43C65)C2)C1. Drug 2: N#Cc1ccc(Cn2cncc2CN2CCN(c3cccc(Cl)c3)C(=O)C2)cc1. Cell line: MSTO. Synergy scores: synergy=-5.81. (2) Drug 1: CCc1c2c(nc3ccc(O)cc13)-c1cc3c(c(=O)n1C2)COC(=O)C3(O)CC. Drug 2: CCc1cnn2c(NCc3ccc[n+]([O-])c3)cc(N3CCCCC3CCO)nc12. Cell line: HT144. Synergy scores: synergy=-10.9. (3) Synergy scores: synergy=-80.6. Drug 1: O=c1[nH]cc(F)c(=O)[nH]1. Cell line: SKMEL30. Drug 2: COC1=C2CC(C)CC(OC)C(O)C(C)C=C(C)C(OC(N)=O)C(OC)C=CC=C(C)C(=O)NC(=CC1=O)C2=O. (4) Drug 1: CN1C(=O)C=CC2(C)C3CCC4(C)C(NC(=O)OCC(F)(F)F)CCC4C3CCC12. Drug 2: NC1CCCCC1N.O=C(O)C(=O)O.[Pt+2]. Cell line: LNCAP. Synergy scores: synergy=16.3.